From a dataset of Forward reaction prediction with 1.9M reactions from USPTO patents (1976-2016). Predict the product of the given reaction. The product is: [OH:8][C@@H:5]([CH2:6][OH:7])[C@H:4]([NH:1][C:24](=[O:25])[O:23][C:19]([CH3:22])([CH3:21])[CH3:20])[C:9]1[CH:14]=[CH:13][C:12]([C:15]([F:18])([F:17])[F:16])=[CH:11][CH:10]=1. Given the reactants [N:1]([C@H:4]([C:9]1[CH:14]=[CH:13][C:12]([C:15]([F:18])([F:17])[F:16])=[CH:11][CH:10]=1)[C@@H:5]([OH:8])[CH2:6][OH:7])=[N+]=[N-].[C:19]([O:23][C:24](O[C:24]([O:23][C:19]([CH3:22])([CH3:21])[CH3:20])=[O:25])=[O:25])([CH3:22])([CH3:21])[CH3:20], predict the reaction product.